This data is from Retrosynthesis with 50K atom-mapped reactions and 10 reaction types from USPTO. The task is: Predict the reactants needed to synthesize the given product. (1) Given the product CC(C)(C)OC(=O)N1CCC(Nc2ccc(Cl)cc2)CC1, predict the reactants needed to synthesize it. The reactants are: CC(C)(C)OC(=O)N1CCC(=O)CC1.Nc1ccc(Cl)cc1. (2) Given the product CC(C)(C)OC(=O)N1CCN(c2ccc(-c3ncco3)cc2)CC1, predict the reactants needed to synthesize it. The reactants are: Brc1ccc(-c2ncco2)cc1.CC(C)(C)OC(=O)N1CCNCC1. (3) Given the product O=[N+]([O-])c1cc(C=NO)ccc1F, predict the reactants needed to synthesize it. The reactants are: NO.O=Cc1ccc(F)c([N+](=O)[O-])c1. (4) Given the product Cc1ccc(OC(C#N)c2ccccc2Cl)cc1, predict the reactants needed to synthesize it. The reactants are: Cc1ccc(OC(C(N)=O)c2ccccc2Cl)cc1. (5) Given the product CC[C@H](C)[C@@H](CNCc1cccc2ccccc12)NC(=O)OC(C)(C)C, predict the reactants needed to synthesize it. The reactants are: CC[C@H](C)[C@@H](C=O)NC(=O)OC(C)(C)C.NCc1cccc2ccccc12. (6) The reactants are: CCI.Nc1ncc(I)c2cc(Cl)oc12. Given the product CCNc1ncc(I)c2cc(Cl)oc12, predict the reactants needed to synthesize it. (7) Given the product CC(C)(C)OC(=O)NCc1cccc(Oc2cc(Cl)ccc2NCc2ccc(Cl)c(Cl)c2)c1, predict the reactants needed to synthesize it. The reactants are: CC(C)(C)OC(=O)NCc1cccc(Oc2cc(Cl)ccc2N)c1.ClCc1ccc(Cl)c(Cl)c1. (8) Given the product COc1ccc2nc[nH]c2c1, predict the reactants needed to synthesize it. The reactants are: COc1ccc(N)c(N)c1.O=C([O-])[O-]. (9) Given the product COC(=O)CC[C@H](NC(=O)c1cn(C(c2ccccc2)(c2ccccc2)c2ccccc2)c(C#Cc2cnc3nc(NC(=O)C(C)(C)C)nc(O)c3c2)n1)C(=O)OC, predict the reactants needed to synthesize it. The reactants are: C#Cc1cnc2nc(NC(=O)C(C)(C)C)nc(O)c2c1.COC(=O)CC[C@H](NC(=O)c1cn(C(c2ccccc2)(c2ccccc2)c2ccccc2)c(I)n1)C(=O)OC. (10) Given the product CC(=O)c1ccc(COc2c(C(=O)c3ccc(Cl)cc3Cl)cnn2C)cc1, predict the reactants needed to synthesize it. The reactants are: CC(=O)c1ccc(CBr)cc1.Cn1ncc(C(=O)c2ccc(Cl)cc2Cl)c1O.